From a dataset of Forward reaction prediction with 1.9M reactions from USPTO patents (1976-2016). Predict the product of the given reaction. (1) Given the reactants [C:1]([C:5]1[N:10]=[CH:9][C:8]([C:11]2[N:12]([C:32]([N:34]3[CH2:39][CH2:38][N:37]([CH2:40][C:41](O)=[O:42])[CH2:36][CH2:35]3)=[O:33])[C@@:13]([C:25]3[CH:30]=[CH:29][C:28]([Cl:31])=[CH:27][CH:26]=3)([CH3:24])[C@@:14]([C:17]3[CH:22]=[CH:21][C:20]([Cl:23])=[CH:19][CH:18]=3)([CH3:16])[N:15]=2)=[C:7]([O:44][CH2:45][CH3:46])[CH:6]=1)([CH3:4])([CH3:3])[CH3:2].[CH3:47][O:48][C@@H:49]1[CH2:53][CH2:52][NH:51][CH2:50]1, predict the reaction product. The product is: [C:1]([C:5]1[N:10]=[CH:9][C:8]([C:11]2[N:12]([C:32]([N:34]3[CH2:35][CH2:36][N:37]([CH2:40][C:41]([N:51]4[CH2:52][CH2:53][C@@H:49]([O:48][CH3:47])[CH2:50]4)=[O:42])[CH2:38][CH2:39]3)=[O:33])[C@@:13]([C:25]3[CH:26]=[CH:27][C:28]([Cl:31])=[CH:29][CH:30]=3)([CH3:24])[C@@:14]([C:17]3[CH:18]=[CH:19][C:20]([Cl:23])=[CH:21][CH:22]=3)([CH3:16])[N:15]=2)=[C:7]([O:44][CH2:45][CH3:46])[CH:6]=1)([CH3:4])([CH3:3])[CH3:2]. (2) The product is: [CH2:18]([C:15]1[S:7][C:6]([C:5]2[CH:9]=[CH:10][C:2]([CH3:1])=[CH:3][C:4]=2[N+:11]([O-:13])=[O:12])=[N:8][CH:16]=1)[CH3:19]. Given the reactants [CH3:1][C:2]1[CH:10]=[CH:9][C:5]([C:6]([NH2:8])=[S:7])=[C:4]([N+:11]([O-:13])=[O:12])[CH:3]=1.Br[CH:15]([CH2:18][CH3:19])[CH:16]=O, predict the reaction product. (3) Given the reactants [Br:1][C:2]1[CH:11]=[C:10]([Cl:12])[C:9]([O:13][CH3:14])=[CH:8][C:3]=1[C:4](OC)=[O:5].[BH4-].[Li+], predict the reaction product. The product is: [Br:1][C:2]1[CH:11]=[C:10]([Cl:12])[C:9]([O:13][CH3:14])=[CH:8][C:3]=1[CH2:4][OH:5]. (4) Given the reactants Br[C:2]1[CH:3]=[CH:4][C:5]([O:21][CH3:22])=[C:6]([NH:8][C:9]2[S:10][CH:11]=[C:12]([C:14]3[S:18][C:17]([CH3:19])=[N:16][C:15]=3[CH3:20])[N:13]=2)[CH:7]=1.[CH3:23][C:24]1[C:28](B2OC(C)(C)C(C)(C)O2)=[C:27]([CH3:38])[O:26][N:25]=1.C([O-])([O-])=O.[Na+].[Na+], predict the reaction product. The product is: [CH3:19][C:17]1[S:18][C:14]([C:12]2[N:13]=[C:9]([NH:8][C:6]3[CH:7]=[C:2]([C:28]4[C:24]([CH3:23])=[N:25][O:26][C:27]=4[CH3:38])[CH:3]=[CH:4][C:5]=3[O:21][CH3:22])[S:10][CH:11]=2)=[C:15]([CH3:20])[N:16]=1. (5) Given the reactants [NH:1]1[C:9]2[CH:8]=[CH:7][N:6]=[CH:5][C:4]=2[CH:3]=[CH:2]1.C1N2CN3CN(C2)CN1C3.[C:20](O)(=[O:22])C, predict the reaction product. The product is: [NH:1]1[C:9]2[CH:8]=[CH:7][N:6]=[CH:5][C:4]=2[C:3]([CH:20]=[O:22])=[CH:2]1. (6) Given the reactants [C:1]([C:5]1[CH:10]=[CH:9][C:8]([C:11]2[C:15]([C:16]#[N:17])=[C:14]([CH2:18][CH3:19])[S:13][C:12]=2[C:20]([NH2:22])=[O:21])=[CH:7][CH:6]=1)([CH3:4])([CH3:3])[CH3:2].CO[CH:25]([N:28]([CH3:30])[CH3:29])OC, predict the reaction product. The product is: [CH3:25][N:28]([CH:30]=[N:22][C:20]([C:12]1[S:13][C:14]([CH2:18][CH3:19])=[C:15]([C:16]#[N:17])[C:11]=1[C:8]1[CH:9]=[CH:10][C:5]([C:1]([CH3:2])([CH3:3])[CH3:4])=[CH:6][CH:7]=1)=[O:21])[CH3:29]. (7) The product is: [Cl:23][C:21]1[N:20]=[N:19][C:18]2[N:13]=[C:12]([CH2:11][O:10][CH2:9][CH2:8][C:4]3[CH:5]=[CH:6][CH:7]=[C:2]([Cl:1])[CH:3]=3)[NH:14][C:15](=[O:16])[C:17]=2[CH:22]=1. Given the reactants [Cl:1][C:2]1[CH:3]=[C:4]([CH2:8][CH2:9][O:10][CH2:11][C:12]([NH:14][C:15]([C:17]2[CH:22]=[C:21]([Cl:23])[N:20]=[N:19][C:18]=2Cl)=[O:16])=[NH:13])[CH:5]=[CH:6][CH:7]=1.C([O-])([O-])=O.[K+].[K+].O.Cl, predict the reaction product. (8) Given the reactants [CH3:1][O:2][C:3]1[CH:8]=[CH:7][CH:6]=[C:5]([O:9][CH3:10])[C:4]=1[CH:11]1[NH:15][C:14](=[O:16])[CH:13]([CH3:17])[CH2:12]1.Br[CH2:19][C:20]1[CH:25]=[CH:24][CH:23]=[C:22]([O:26][C:27]([F:30])([F:29])[F:28])[CH:21]=1, predict the reaction product. The product is: [CH3:1][O:2][C:3]1[CH:8]=[CH:7][CH:6]=[C:5]([O:9][CH3:10])[C:4]=1[CH:11]1[N:15]([CH2:19][C:20]2[CH:25]=[CH:24][CH:23]=[C:22]([O:26][C:27]([F:28])([F:29])[F:30])[CH:21]=2)[C:14](=[O:16])[CH:13]([CH3:17])[CH2:12]1. (9) Given the reactants [Cl:1][C:2]1[CH:10]=[C:9]([Cl:11])[CH:8]=[C:7]2[C:3]=1[CH:4]=[C:5]([C:12]([O:14]CC)=[O:13])[NH:6]2.C1COCC1.O[Li].O.Cl, predict the reaction product. The product is: [Cl:1][C:2]1[CH:10]=[C:9]([Cl:11])[CH:8]=[C:7]2[C:3]=1[CH:4]=[C:5]([C:12]([OH:14])=[O:13])[NH:6]2. (10) Given the reactants [C:1]([C:3]1[C:4]([Cl:14])=[C:5]([N+:11]([O-])=O)[CH:6]=[C:7]([F:10])[C:8]=1[Cl:9])#[N:2].[H][H], predict the reaction product. The product is: [C:1]([C:3]1[C:4]([Cl:14])=[C:5]([CH:6]=[C:7]([F:10])[C:8]=1[Cl:9])[NH2:11])#[N:2].